This data is from Forward reaction prediction with 1.9M reactions from USPTO patents (1976-2016). The task is: Predict the product of the given reaction. (1) Given the reactants Br.[Br:2][C:3]1[CH:4]=[C:5]([CH2:10]Br)[C:6]([NH2:9])=[N:7][CH:8]=1.[CH3:12][O:13][C:14]([C:16]1([NH2:21])[CH2:20][CH2:19][CH2:18][CH2:17]1)=[O:15].CCN(CC)CC, predict the reaction product. The product is: [CH3:12][O:13][C:14]([C:16]1([NH:21][CH2:10][C:5]2[C:6]([NH2:9])=[N:7][CH:8]=[C:3]([Br:2])[CH:4]=2)[CH2:20][CH2:19][CH2:18][CH2:17]1)=[O:15]. (2) Given the reactants [Br:1][C:2]1[CH:7]=[CH:6][C:5]([OH:8])=[CH:4][CH:3]=1.F[C:10]1[CH:17]=[CH:16][C:13]([C:14]#[N:15])=[CH:12][CH:11]=1.C1OCCOCCOCCOCCOCCOC1.[F-].[K+], predict the reaction product. The product is: [Br:1][C:2]1[CH:7]=[CH:6][C:5]([O:8][C:10]2[CH:17]=[CH:16][C:13]([C:14]#[N:15])=[CH:12][CH:11]=2)=[CH:4][CH:3]=1. (3) Given the reactants C(N(CC)C(C)C)(C)C.[O:10]=[C:11]1[CH2:15][CH2:14][CH2:13][CH:12]1[C:16]([O:18][CH2:19][CH3:20])=[O:17].[F:21][C:22]([F:35])([F:34])[S:23](O[S:23]([C:22]([F:35])([F:34])[F:21])(=[O:25])=[O:24])(=[O:25])=[O:24].O, predict the reaction product. The product is: [F:21][C:22]([F:35])([F:34])[S:23]([O:10][C:11]1[CH2:15][CH2:14][CH2:13][C:12]=1[C:16]([O:18][CH2:19][CH3:20])=[O:17])(=[O:25])=[O:24]. (4) Given the reactants C(OP([O-])OCC)C.C(N(CC)CC)C.[CH2:16]([O:23][C:24]1[CH:25]=[C:26]([NH:35][C:36](=[O:38])[CH3:37])[CH:27]=[CH:28][C:29]=1[C:30](=[O:34])[CH:31](Br)[Br:32])[C:17]1[CH:22]=[CH:21][CH:20]=[CH:19][CH:18]=1.CCOC(C)=O, predict the reaction product. The product is: [CH2:16]([O:23][C:24]1[CH:25]=[C:26]([NH:35][C:36](=[O:38])[CH3:37])[CH:27]=[CH:28][C:29]=1[C:30](=[O:34])[CH2:31][Br:32])[C:17]1[CH:18]=[CH:19][CH:20]=[CH:21][CH:22]=1. (5) Given the reactants [Cl:1][C:2]1[N:12]=[CH:11][C:5]2[O:6][CH2:7][C:8](=O)[NH:9][C:4]=2[CH:3]=1.ClC1C=CC(OCC(OC)=O)=C[N+]=1[O-], predict the reaction product. The product is: [Cl:1][C:2]1[N:12]=[CH:11][C:5]2[O:6][CH2:7][CH2:8][NH:9][C:4]=2[CH:3]=1.